The task is: Regression/Classification. Given a drug SMILES string, predict its absorption, distribution, metabolism, or excretion properties. Task type varies by dataset: regression for continuous measurements (e.g., permeability, clearance, half-life) or binary classification for categorical outcomes (e.g., BBB penetration, CYP inhibition). Dataset: cyp2d6_veith.. This data is from CYP2D6 inhibition data for predicting drug metabolism from PubChem BioAssay. (1) The molecule is COc1cccc(Cn2c(=O)c(-c3cc(F)cc(F)c3)nc3cnc(N(C)C)nc32)c1. The result is 0 (non-inhibitor). (2) The drug is CC(=O)Nc1ccc2c(c1)OCCOCCOc1cc(NC(C)=O)ccc1OCCOCCOCCO2. The result is 0 (non-inhibitor). (3) The molecule is O=C(c1cc(C(F)(F)F)cc(C(F)(F)F)c1)N1CCC2(CCN(Cc3ccccc3)CC2)CC1. The result is 0 (non-inhibitor). (4) The drug is COC(=O)NC/C=C\c1nc(CC/C=C\C(=O)O[C@H]2C[C@H]3CC(=O)O[C@@H](/C=C\CC(C)C)C[C@@H]4CC[C@H](C)[C@H](C[C@@H](OC)C[C@H](C2)O3)O4)co1. The result is 0 (non-inhibitor). (5) The compound is O=C1/C(=C/c2cccnc2)SC(=S)N1Cc1ccco1. The result is 0 (non-inhibitor).